This data is from Full USPTO retrosynthesis dataset with 1.9M reactions from patents (1976-2016). The task is: Predict the reactants needed to synthesize the given product. (1) Given the product [CH:11]1([C:2]2[CH:3]=[CH:4][C:5]([CH3:9])=[C:6]([CH:8]=2)[NH2:7])[CH2:13][CH2:12]1, predict the reactants needed to synthesize it. The reactants are: Br[C:2]1[CH:3]=[CH:4][C:5]([CH3:9])=[C:6]([CH:8]=1)[NH2:7].O.[CH:11]1(B(O)O)[CH2:13][CH2:12]1.C1(P(C2CCCCC2)C2CCCCC2)CCCCC1.P([O-])([O-])([O-])=O.[K+].[K+].[K+]. (2) Given the product [CH2:37]([N:35]([CH2:34][C:9]1[C:10]2[C:15](=[O:16])[N:14]([C:17]3[CH:18]=[CH:19][CH:20]=[CH:21][CH:22]=3)[C:13](=[O:23])[N:12]([CH2:24][C:25]3[C:26]([F:32])=[CH:27][CH:28]=[CH:29][C:30]=3[F:31])[C:11]=2[S:33][C:8]=1[C:5]1[CH:4]=[CH:3][C:2]([NH:1][C:62]([NH:53][O:52][CH3:51])=[O:63])=[CH:7][CH:6]=1)[CH3:36])[C:38]1[CH:39]=[CH:40][CH:41]=[CH:42][CH:43]=1, predict the reactants needed to synthesize it. The reactants are: [NH2:1][C:2]1[CH:7]=[CH:6][C:5]([C:8]2[S:33][C:11]3[N:12]([CH2:24][C:25]4[C:30]([F:31])=[CH:29][CH:28]=[CH:27][C:26]=4[F:32])[C:13](=[O:23])[N:14]([C:17]4[CH:22]=[CH:21][CH:20]=[CH:19][CH:18]=4)[C:15](=[O:16])[C:10]=3[C:9]=2[CH2:34][N:35]([CH2:37][C:38]2[CH:43]=[CH:42][CH:41]=[CH:40][CH:39]=2)[CH3:36])=[CH:4][CH:3]=1.N1C=CC=CC=1.Cl.[CH3:51][O:52][NH2:53].C(N(CC)CC)C.C[C:62](N(C)C)=[O:63]. (3) The reactants are: [Cl:1][C:2]1[CH:7]=[CH:6][C:5]([N:8]=[C:9]=[O:10])=[C:4]([O:11][C:12]2[CH:17]=[CH:16][CH:15]=[CH:14][CH:13]=2)[CH:3]=1.[CH3:18][CH:19]([CH3:42])[CH:20]([NH:25][C:26]([C:28]1[S:29][CH:30]=[C:31]([C:33]2[CH:38]=[CH:37][C:36]([N+:39]([O-])=O)=[CH:35][CH:34]=2)[N:32]=1)=[O:27])[C:21]([O:23][CH3:24])=[O:22]. Given the product [Cl:1][C:2]1[CH:7]=[CH:6][C:5]([NH:8][C:9](=[O:10])[NH:39][C:36]2[CH:37]=[CH:38][C:33]([C:31]3[N:32]=[C:28]([C:26]([NH:25][CH:20]([CH:19]([CH3:42])[CH3:18])[C:21]([O:23][CH3:24])=[O:22])=[O:27])[S:29][CH:30]=3)=[CH:34][CH:35]=2)=[C:4]([O:11][C:12]2[CH:13]=[CH:14][CH:15]=[CH:16][CH:17]=2)[CH:3]=1, predict the reactants needed to synthesize it. (4) Given the product [Cl:1][C:2]1[CH:10]=[C:9]2[C:5]([C:6]([CH2:21][CH:22]([CH3:24])[CH3:23])=[CH:7][N:8]2[C:11]2[S:15][C:14]([C:16]([OH:18])=[O:17])=[CH:13][CH:12]=2)=[CH:4][CH:3]=1, predict the reactants needed to synthesize it. The reactants are: [Cl:1][C:2]1[CH:10]=[C:9]2[C:5]([C:6]([CH2:21][CH:22]([CH3:24])[CH3:23])=[CH:7][N:8]2[C:11]2[S:15][C:14]([C:16]([O:18]CC)=[O:17])=[CH:13][CH:12]=2)=[CH:4][CH:3]=1.[OH-].[Na+]. (5) Given the product [Cl:1][C:2]1[CH:7]=[CH:6][CH:5]=[CH:4][C:3]=1[CH2:8][NH:9][C:10]([C:12]1[CH:16]=[CH:15][N:14]([C:21](=[O:22])[C:20]2[CH:24]=[CH:25][CH:26]=[C:18]([Cl:17])[CH:19]=2)[N:13]=1)=[O:11], predict the reactants needed to synthesize it. The reactants are: [Cl:1][C:2]1[CH:7]=[CH:6][CH:5]=[CH:4][C:3]=1[CH2:8][NH:9][C:10]([C:12]1[CH:16]=[CH:15][NH:14][N:13]=1)=[O:11].[Cl:17][C:18]1[CH:19]=[C:20]([CH:24]=[CH:25][CH:26]=1)[C:21](Cl)=[O:22]. (6) Given the product [C:4]([C@H:6]1[CH2:7][CH2:8][C@H:9]([NH:12][C:13](=[O:19])[O:14][C:15]([CH3:16])([CH3:17])[CH3:18])[CH2:10][CH2:11]1)(=[O:5])[CH2:21][CH3:22], predict the reactants needed to synthesize it. The reactants are: CON(C)[C:4]([C@H:6]1[CH2:11][CH2:10][C@H:9]([NH:12][C:13](=[O:19])[O:14][C:15]([CH3:18])([CH3:17])[CH3:16])[CH2:8][CH2:7]1)=[O:5].[CH2:21]([Mg]Cl)[CH3:22]. (7) Given the product [Cl:40][C:41]1[CH:42]=[C:43]([CH:55]=[CH:56][CH:57]=1)[CH2:44][CH:45]([C:46]([OH:54])=[O:47])[C:50]([OH:51])=[O:49], predict the reactants needed to synthesize it. The reactants are: ClC1C=CC(CC2C(=O)OC(C)(C)OC2=O)=CC=1.BrC1C=C2C(=CC=1)N=C(Cl)C(CC1C=CC(Cl)=CC=1)=C2Cl.[Cl:40][C:41]1[CH:42]=[C:43]([CH:55]=[CH:56][CH:57]=1)[CH2:44][CH:45]1[C:50](=[O:51])[O:49]C(C)(C)[O:47][C:46]1=[O:54]. (8) Given the product [CH2:16]([N:23]1[CH2:28][CH2:27][N:26]([C:14]2[N:3]=[CH:4][C:5]([C:10]([F:11])([F:12])[F:13])=[CH:6][N:7]=2)[CH2:25][CH2:24]1)[C:17]1[CH:18]=[CH:19][CH:20]=[CH:21][CH:22]=1, predict the reactants needed to synthesize it. The reactants are: [Cl-].C[N:3]([CH3:14])[CH:4]=[C:5]([C:10]([F:13])([F:12])[F:11])[CH:6]=[N+:7](C)C.Cl.[CH2:16]([N:23]1[CH2:28][CH2:27][N:26](C(N)=N)[CH2:25][CH2:24]1)[C:17]1[CH:22]=[CH:21][CH:20]=[CH:19][CH:18]=1.C(N(CC)CC)C. (9) Given the product [Cl-:49].[CH2:30]([O:32][C:33]([CH2:34][CH2:35][CH2:6][N:7]1[CH2:8][CH2:9][O:10][C:11]2[CH:12]=[C:13]3[C:26]([O:25][C:24]4[C:15](=[N:14]3)[CH:16]=[C:17]3[C:22](=[N+:21]([CH3:29])[CH2:20][CH2:19][O:18]3)[CH:23]=4)=[CH:27][C:28]1=2)=[O:48])[CH3:31], predict the reactants needed to synthesize it. The reactants are: F[B-](F)(F)F.[CH3:6][N+:7]1[CH2:8][CH2:9][O:10][C:11]2[C:28]=1[CH:27]=[C:26]1[C:13](=[N:14][C:15]3[C:24]([O:25]1)=[CH:23][C:22]1[N:21]([CH3:29])[CH2:20][CH2:19][O:18][C:17]=1[CH:16]=3)[CH:12]=2.[CH2:30]([O:32][C:33](=[O:48])[CH2:34][CH2:35]CN1C2C=C(O)C=CC=2OCC1)[CH3:31].[ClH:49].